The task is: Predict the reaction yield, written as a fraction of the theoretical maximum amount of product (1.0 means a 100% yield; for example, 0.34 means a 34% yield).. This data is from Reaction yield outcomes from USPTO patents with 853,638 reactions. (1) The reactants are C([O-])([O-])=O.[K+].[K+].[F:7][C:8]([F:20])([F:19])[C:9]1[NH:13][N:12]=[CH:11][C:10]=1[C:14]([O:16][CH2:17][CH3:18])=[O:15].Cl[CH2:22][C:23]1[CH:28]=[CH:27][C:26]([O:29][CH3:30])=[CH:25][CH:24]=1. The catalyst is C(#N)C. The product is [CH3:30][O:29][C:26]1[CH:27]=[CH:28][C:23]([CH2:22][N:12]2[CH:11]=[C:10]([C:14]([O:16][CH2:17][CH3:18])=[O:15])[C:9]([C:8]([F:7])([F:19])[F:20])=[N:13]2)=[CH:24][CH:25]=1. The yield is 1.00. (2) The reactants are [CH:1]1([CH2:7][C@H:8]([N:12]2[CH2:16][C:15]([O:17][C:18]3[CH:23]=[CH:22][CH:21]=[CH:20][C:19]=3[CH2:24][CH2:25][CH3:26])=[CH:14][C:13]2=[O:27])[C:9]([OH:11])=O)[CH2:6][CH2:5][CH2:4][CH2:3][CH2:2]1.Cl.[CH3:29]N(C)CCCN=C=NCC.C(N(CC)C(C)C)(C)C.ON1C2C=CC=CC=2N=N1.Cl.[OH:60][C@@H:61]([CH2:91]O)[CH2:62][N:63]1[CH:67]=[CH:66][C:65]([NH:68]C(=O)[C@@H](N2CC(OC3C=CC=C(Cl)C=3Cl)=CC2=O)CC(C)C)=[N:64]1. The catalyst is ClCCl.C(OCC)(=O)C. The product is [CH:1]1([CH2:7][C@H:8]([N:12]2[CH2:16][C:15]([O:17][C:18]3[CH:23]=[CH:22][CH:21]=[CH:20][C:19]=3[CH2:24][CH2:25][CH3:26])=[CH:14][C:13]2=[O:27])[C:9]([NH:68][C:65]2[CH:66]=[CH:67][N:63]([CH2:62][C:61]([OH:60])([CH3:91])[CH3:29])[N:64]=2)=[O:11])[CH2:2][CH2:3][CH2:4][CH2:5][CH2:6]1. The yield is 0.260. (3) The product is [CH:1]1([NH:4][C:5]([C:7]2[CH:8]=[CH:9][C:10]([CH3:25])=[C:11]([NH:13][C:14](=[O:24])[C:15]3[CH:20]=[C:19]([F:21])[C:18]([O:33][CH2:32][C:27]4[CH:28]=[CH:29][CH:30]=[CH:31][N:26]=4)=[C:17]([F:23])[CH:16]=3)[CH:12]=2)=[O:6])[CH2:3][CH2:2]1. The catalyst is CN1C(=O)CCC1.C(OCC)(=O)C. The yield is 0.230. The reactants are [CH:1]1([NH:4][C:5]([C:7]2[CH:8]=[CH:9][C:10]([CH3:25])=[C:11]([NH:13][C:14](=[O:24])[C:15]3[CH:20]=[C:19]([F:21])[C:18](F)=[C:17]([F:23])[CH:16]=3)[CH:12]=2)=[O:6])[CH2:3][CH2:2]1.[N:26]1[CH:31]=[CH:30][CH:29]=[CH:28][C:27]=1[CH2:32][OH:33].CC(C)([O-])C.[K+]. (4) The reactants are [CH3:1][CH:2]([N:4]1[C:12](/[CH:13]=[CH:14]/[CH:15]([OH:23])[CH2:16][CH:17]([OH:22])[CH2:18][C:19]([OH:21])=[O:20])=[C:11]([C:24]2[CH:25]=[CH:26][C:27]([F:30])=[CH:28][CH:29]=2)[C:10]2[CH:9]=[CH:8][CH:7]=[CH:6][C:5]1=2)[CH3:3].[OH-].[Na+:32]. The catalyst is O. The product is [CH3:3][CH:2]([N:4]1[C:12](/[CH:13]=[CH:14]/[CH:15]([OH:23])[CH2:16][CH:17]([OH:22])[CH2:18][C:19]([O-:21])=[O:20])=[C:11]([C:24]2[CH:29]=[CH:28][C:27]([F:30])=[CH:26][CH:25]=2)[C:10]2[CH:9]=[CH:8][CH:7]=[CH:6][C:5]1=2)[CH3:1].[Na+:32]. The yield is 0.658. (5) The reactants are [NH2:1][C:2]([C@@H:4]1[CH2:9][C@H:8]2[C@H:6]([CH2:7]2)[N:5]1C(OC(C)(C)C)=O)=[O:3].C1COCC1.Cl. The catalyst is C(OC)(C)(C)C. The product is [C@H:6]12[CH2:7][C@H:8]1[CH2:9][C@@H:4]([C:2]([NH2:1])=[O:3])[NH:5]2. The yield is 1.00. (6) The reactants are Br[C:2]1[C:3]([O:12][CH3:13])=[C:4]([CH:9]=[CH:10][CH:11]=1)[C:5]([O:7][CH3:8])=[O:6].[Cl:14][C:15]1[CH:20]=[CH:19][C:18](B(O)O)=[CH:17][CH:16]=1.C([O-])([O-])=O.[K+].[K+]. The catalyst is C1(C)C=CC=CC=1. The product is [Cl:14][C:15]1[CH:20]=[CH:19][C:18]([C:2]2[CH:11]=[CH:10][CH:9]=[C:4]([C:5]([O:7][CH3:8])=[O:6])[C:3]=2[O:12][CH3:13])=[CH:17][CH:16]=1. The yield is 0.800. (7) The reactants are [NH2:1][C:2]1[CH:10]=[CH:9][CH:8]=[C:7]2[C:3]=1[C:4](=[O:20])[N:5]([CH:12]1[CH2:17][CH2:16][C:15](=[O:18])[NH:14][C:13]1=[O:19])[C:6]2=[O:11].[CH:21](=O)[C:22]1[CH:27]=[CH:26][CH:25]=[CH:24][CH:23]=1.[BH4-].[Na+]. The catalyst is C(O)(=O)C.C(OCC)(=O)C.C(=O)([O-])O.[Na+]. The product is [O:19]=[C:13]1[CH:12]([N:5]2[C:4](=[O:20])[C:3]3[C:7](=[CH:8][CH:9]=[CH:10][C:2]=3[NH:1][CH2:21][C:22]3[CH:27]=[CH:26][CH:25]=[CH:24][CH:23]=3)[C:6]2=[O:11])[CH2:17][CH2:16][C:15](=[O:18])[NH:14]1. The yield is 0.160. (8) The catalyst is CN(C=O)C.C(OCC)(=O)C. The product is [C:16]([O:15][C:13](=[O:14])[C@@H:12]([NH:20][C:2]1[CH:7]=[CH:6][CH:5]=[CH:4][C:3]=1[N+:8]([O-:10])=[O:9])[CH3:11])([CH3:19])([CH3:18])[CH3:17]. The yield is 0.950. The reactants are F[C:2]1[CH:7]=[CH:6][CH:5]=[CH:4][C:3]=1[N+:8]([O-:10])=[O:9].[CH3:11][C@H:12]([NH2:20])[C:13]([O:15][C:16]([CH3:19])([CH3:18])[CH3:17])=[O:14].Cl.CCN(C(C)C)C(C)C. (9) The product is [Br:1][C:2]1[CH:7]=[N:6][CH:5]=[C:4]([CH2:8][Cl:12])[CH:3]=1. The yield is 0.820. The catalyst is C(Cl)Cl. The reactants are [Br:1][C:2]1[CH:3]=[C:4]([CH2:8]O)[CH:5]=[N:6][CH:7]=1.S(Cl)([Cl:12])=O. (10) The reactants are [N-:1]([S:9]([C:12]([F:15])([F:14])[F:13])(=[O:11])=[O:10])[S:2]([C:5]([F:8])([F:7])[F:6])(=[O:4])=[O:3].[Li+].[Br-].[CH2:18]([N+:22]1[CH:26]=[CH:25][N:24]([CH2:27][CH2:28][CH2:29][CH2:30][CH2:31][CH2:32][CH2:33][CH2:34][CH2:35][CH3:36])[CH:23]=1)[CH2:19][CH2:20][CH3:21].ClCCl. The catalyst is O. The product is [N-:1]([S:2]([C:5]([F:8])([F:6])[F:7])(=[O:4])=[O:3])[S:9]([C:12]([F:15])([F:14])[F:13])(=[O:11])=[O:10].[CH2:18]([N+:22]1[CH:26]=[CH:25][N:24]([CH2:27][CH2:28][CH2:29][CH2:30][CH2:31][CH2:32][CH2:33][CH2:34][CH2:35][CH3:36])[CH:23]=1)[CH2:19][CH2:20][CH3:21]. The yield is 0.970.